Task: Predict which catalyst facilitates the given reaction.. Dataset: Catalyst prediction with 721,799 reactions and 888 catalyst types from USPTO (1) Reactant: Br[C:2]1[CH:3]=[C:4]2[C:9](=[CH:10][CH:11]=1)[CH:8]=[N:7][CH:6]=[C:5]2[Cl:12].[CH3:13][N:14]1[CH:18]=[CH:17][N:16]=[C:15]1[Sn](CCCC)(CCCC)CCCC. Product: [Cl:12][C:5]1[C:4]2[C:9](=[CH:10][CH:11]=[C:2]([C:15]3[N:14]([CH3:13])[CH:18]=[CH:17][N:16]=3)[CH:3]=2)[CH:8]=[N:7][CH:6]=1. The catalyst class is: 203. (2) Reactant: [CH2:1]([C:5]1[N:6]([CH2:18][CH2:19][O:20][CH2:21][CH2:22][NH:23][C:24](=[O:30])[O:25][C:26]([CH3:29])([CH3:28])[CH3:27])[C:7]2[C:16]3[CH:15]=[CH:14][CH:13]=[CH:12][C:11]=3[N:10]=[CH:9][C:8]=2[N:17]=1)[CH2:2][CH2:3][CH3:4].ClC1C=C(C=CC=1)C(OO)=[O:36].C([O-])(O)=O.[Na+]. Product: [CH2:1]([C:5]1[N:6]([CH2:18][CH2:19][O:20][CH2:21][CH2:22][NH:23][C:24](=[O:30])[O:25][C:26]([CH3:29])([CH3:28])[CH3:27])[C:7]2[C:16]3[CH:15]=[CH:14][CH:13]=[CH:12][C:11]=3[N+:10]([O-:36])=[CH:9][C:8]=2[N:17]=1)[CH2:2][CH2:3][CH3:4]. The catalyst class is: 2.